Dataset: Peptide-MHC class I binding affinity with 185,985 pairs from IEDB/IMGT. Task: Regression. Given a peptide amino acid sequence and an MHC pseudo amino acid sequence, predict their binding affinity value. This is MHC class I binding data. (1) The peptide sequence is GTITGGVCYY. The MHC is HLA-B40:02 with pseudo-sequence HLA-B40:02. The binding affinity (normalized) is 0. (2) The peptide sequence is HKIPDPQGM. The MHC is HLA-B46:01 with pseudo-sequence HLA-B46:01. The binding affinity (normalized) is 0.0847. (3) The peptide sequence is IEVALRTLL. The MHC is HLA-B44:02 with pseudo-sequence HLA-B44:02. The binding affinity (normalized) is 0.114. (4) The peptide sequence is TFVPIAWAAAY. The MHC is HLA-A11:01 with pseudo-sequence HLA-A11:01. The binding affinity (normalized) is 0.0847. (5) The peptide sequence is LPYNWKNFY. The MHC is HLA-B51:01 with pseudo-sequence HLA-B51:01. The binding affinity (normalized) is 0.272. (6) The peptide sequence is TLFIGSHVV. The MHC is HLA-B08:01 with pseudo-sequence HLA-B08:01. The binding affinity (normalized) is 0.426. (7) The peptide sequence is VLSIVSLFPL. The MHC is HLA-B57:01 with pseudo-sequence HLA-B57:01. The binding affinity (normalized) is 0.567. (8) The peptide sequence is KPAVNSPRP. The binding affinity (normalized) is 0. The MHC is HLA-A24:02 with pseudo-sequence HLA-A24:02. (9) The peptide sequence is MGIVPSHI. The MHC is H-2-Kb with pseudo-sequence H-2-Kb. The binding affinity (normalized) is 0.0723. (10) The peptide sequence is VPRRKAKII. The MHC is HLA-A02:01 with pseudo-sequence HLA-A02:01. The binding affinity (normalized) is 0.000969.